The task is: Predict the reactants needed to synthesize the given product.. This data is from Full USPTO retrosynthesis dataset with 1.9M reactions from patents (1976-2016). Given the product [NH:8]1[CH:12]=[C:11]([C:13]2[C:21]3[C:16](=[CH:17][N:18]=[C:19]([C:22]4[CH:23]=[N:24][CH:25]=[CH:26][CH:27]=4)[CH:20]=3)[N:15]([CH:28]3[CH2:33][CH2:32][CH2:31][CH2:30][O:29]3)[N:14]=2)[CH:10]=[N:9]1, predict the reactants needed to synthesize it. The reactants are: C([N:8]1[CH:12]=[C:11]([C:13]2[C:21]3[C:16](=[CH:17][N:18]=[C:19]([C:22]4[CH:23]=[N:24][CH:25]=[CH:26][CH:27]=4)[CH:20]=3)[N:15]([CH:28]3[CH2:33][CH2:32][CH2:31][CH2:30][O:29]3)[N:14]=2)[CH:10]=[N:9]1)C1C=CC=CC=1.C1CC=CCC=1.